From a dataset of Forward reaction prediction with 1.9M reactions from USPTO patents (1976-2016). Predict the product of the given reaction. (1) Given the reactants [C:1]([C:5]1[N:6]=[C:7]([N:22]2[CH2:27][CH2:26][O:25][CH2:24][CH2:23]2)[C:8]2[N:13]=[N:12][N:11]([CH2:14][C:15]3[CH:20]=[CH:19][CH:18]=[CH:17][C:16]=3[Cl:21])[C:9]=2[N:10]=1)([CH3:4])([CH3:3])[CH3:2].[C:28](C1N=C(Cl)C2N=NN(CC3C=CC=CC=3Cl)C=2N=1)(C)(C)C.CC1COCCN1, predict the reaction product. The product is: [C:1]([C:5]1[N:6]=[C:7]([N:22]2[CH2:27][CH2:26][O:25][CH2:24][CH:23]2[CH3:28])[C:8]2[N:13]=[N:12][N:11]([CH2:14][C:15]3[CH:20]=[CH:19][CH:18]=[CH:17][C:16]=3[Cl:21])[C:9]=2[N:10]=1)([CH3:4])([CH3:2])[CH3:3]. (2) Given the reactants [NH2:1][C:2]1[CH:7]=[CH:6][C:5]([F:8])=[CH:4][C:3]=1[OH:9].[C:10](OCC)(OCC)(OCC)[CH3:11].FC(F)(F)S([O-])(=O)=O.[Bi+3].FC(F)(F)S([O-])(=O)=O.FC(F)(F)S([O-])(=O)=O, predict the reaction product. The product is: [F:8][C:5]1[CH:6]=[CH:7][C:2]2[N:1]=[C:10]([CH3:11])[O:9][C:3]=2[CH:4]=1. (3) The product is: [CH3:29][C:25]([CH:22]1[CH2:23][CH2:24][C:19]([C:2]2[CH:3]=[C:4]3[C:9](=[CH:10][CH:11]=2)[NH:8][C:7](=[O:12])[CH2:6][CH2:5]3)=[CH:20][CH2:21]1)([CH3:28])[CH2:26][CH3:27]. Given the reactants Br[C:2]1[CH:3]=[C:4]2[C:9](=[CH:10][CH:11]=1)[NH:8][C:7](=[O:12])[CH2:6][CH2:5]2.FC(F)(F)S(O[C:19]1[CH2:24][CH2:23][CH:22]([C:25]([CH3:29])([CH3:28])[CH2:26][CH3:27])[CH2:21][CH:20]=1)(=O)=O.B1(B2OC(C)(C)C(C)(C)O2)OC(C)(C)C(C)(C)O1.C([O-])(=O)C.[K+].C(=O)([O-])[O-].[K+].[K+], predict the reaction product. (4) Given the reactants [C:12]([O:11][C:9](O[C:9]([O:11][C:12]([CH3:15])([CH3:14])[CH3:13])=[O:10])=[O:10])([CH3:15])([CH3:14])[CH3:13].[Br:16][C:17]1[CH:18]=[C:19]([CH:21]=[CH:22][CH:23]=1)[NH2:20], predict the reaction product. The product is: [Br:16][C:17]1[CH:18]=[C:19]([NH:20][C:9](=[O:10])[O:11][C:12]([CH3:13])([CH3:14])[CH3:15])[CH:21]=[CH:22][CH:23]=1. (5) Given the reactants [CH:1]([O:4][C:5]1[CH:12]=[C:11]([C:13]([F:16])([F:15])[F:14])[CH:10]=[CH:9][C:6]=1[CH:7]=O)([CH3:3])[CH3:2].C1(P(=[CH:36][C:37]([O:39][CH3:40])=[O:38])(C2C=CC=CC=2)C2C=CC=CC=2)C=CC=CC=1, predict the reaction product. The product is: [CH3:40][O:39][C:37](=[O:38])[CH:36]=[CH:7][C:6]1[CH:9]=[CH:10][C:11]([C:13]([F:16])([F:15])[F:14])=[CH:12][C:5]=1[O:4][CH:1]([CH3:3])[CH3:2]. (6) Given the reactants C(OC([NH:8][CH2:9][CH:10]1[CH2:15][CH2:14][N:13]([C:16]2[N:20]([CH3:21])[N:19]=[CH:18][C:17]=2[NH:22][C:23]([C:25]2[N:26]=[C:27](Br)[S:28][C:29]=2[NH:30]C(=O)OC(C)(C)C)=[O:24])[CH2:12][CH2:11]1)=O)CCC.[CH:39]1(/[CH:45]=[CH:46]/B(O)O)[CH2:44][CH2:43][CH2:42][CH2:41][CH2:40]1, predict the reaction product. The product is: [NH2:30][C:29]1[S:28][C:27](/[CH:46]=[CH:45]/[CH:39]2[CH2:44][CH2:43][CH2:42][CH2:41][CH2:40]2)=[N:26][C:25]=1[C:23]([NH:22][C:17]1[CH:18]=[N:19][N:20]([CH3:21])[C:16]=1[N:13]1[CH2:12][CH2:11][CH:10]([CH2:9][NH2:8])[CH2:15][CH2:14]1)=[O:24]. (7) The product is: [Br:39][C:7]1[N:8]([C:12]2[CH:13]=[N:14][N:15]([CH2:17][CH3:18])[CH:16]=2)[C:9]2[C:5]([C:6]=1[S:19][C:20]1[C:21]([F:31])=[C:22]([CH:28]=[CH:29][CH:30]=1)[C:23]([O:25][CH2:26][CH3:27])=[O:24])=[CH:4][CH:3]=[C:2]([Cl:1])[C:10]=2[F:11]. Given the reactants [Cl:1][C:2]1[C:10]([F:11])=[C:9]2[C:5]([C:6]([S:19][C:20]3[C:21]([F:31])=[C:22]([CH:28]=[CH:29][CH:30]=3)[C:23]([O:25][CH2:26][CH3:27])=[O:24])=[CH:7][N:8]2[C:12]2[CH:13]=[N:14][N:15]([CH2:17][CH3:18])[CH:16]=2)=[CH:4][CH:3]=1.C1C(=O)N([Br:39])C(=O)C1, predict the reaction product.